The task is: Predict the product of the given reaction.. This data is from Forward reaction prediction with 1.9M reactions from USPTO patents (1976-2016). (1) The product is: [NH2:1][C:2]1[N:11]=[C:10]([C:12]([N:14]2[CH2:15][C:16]3[C:21](=[CH:20][CH:19]=[CH:18][CH:17]=3)[CH2:22]2)=[O:13])[C:9]2[C:4](=[CH:5][CH:6]=[C:7]([C:23]3([C:27]([NH:34][C:30]([CH3:33])([CH3:32])[CH3:31])=[O:28])[CH2:24][CH2:25][CH2:26]3)[CH:8]=2)[N:3]=1. Given the reactants [NH2:1][C:2]1[N:11]=[C:10]([C:12]([N:14]2[CH2:22][C:21]3[C:16](=[CH:17][CH:18]=[CH:19][CH:20]=3)[CH2:15]2)=[O:13])[C:9]2[C:4](=[CH:5][CH:6]=[C:7]([C:23]3([C:27](O)=[O:28])[CH2:26][CH2:25][CH2:24]3)[CH:8]=2)[N:3]=1.[C:30]([NH2:34])([CH3:33])([CH3:32])[CH3:31], predict the reaction product. (2) Given the reactants [NH2:1][C:2]1[CH:3]=[C:4]([CH:8]=[CH:9][C:10]=1[O:11][CH3:12])[C:5]([OH:7])=O.[C:13](Cl)(=[O:16])[CH2:14][CH3:15].[Cl:18][C:19]1[CH:25]=[CH:24][C:22]([NH2:23])=[CH:21][CH:20]=1, predict the reaction product. The product is: [Cl:18][C:19]1[CH:25]=[CH:24][C:22]([NH:23][C:5](=[O:7])[C:4]2[CH:8]=[CH:9][C:10]([O:11][CH3:12])=[C:2]([NH:1][C:13](=[O:16])[CH2:14][CH3:15])[CH:3]=2)=[CH:21][CH:20]=1. (3) The product is: [CH:22]([CH:18]1[CH:17]2[CH:16]([CH:15]=[CH:14][CH2:13]2)[CH:20]([CH:35]=[CH:34][CH2:33][O:32][C:30](=[O:31])[C:29]2[C:28](=[CH:39][CH:38]=[CH:37][CH:36]=2)[C:27]([O:26][CH2:23][CH:24]=[CH2:25])=[O:40])[CH2:19]1)=[CH2:21]. Given the reactants C([O-])(=O)C1C(=CC=CC=1)C([O-])=O.[CH2:13]1[CH:17]2[CH:18]3[CH:22]=[CH:21][CH:20]([CH:16]2[CH:15]=[CH:14]1)[CH2:19]3.[CH2:23]([O:26][C:27](=[O:40])[C:28]1[C:29](=[CH:36][CH:37]=[CH:38][CH:39]=1)[C:30]([O:32][CH2:33][CH:34]=[CH2:35])=[O:31])[CH:24]=[CH2:25], predict the reaction product. (4) Given the reactants Br[C:2]1[CH:3]=[C:4]2[C:8](=[CH:9][CH:10]=1)[N:7]([S:11]([C:14]1[CH:19]=[CH:18][CH:17]=[CH:16][CH:15]=1)(=[O:13])=[O:12])[CH:6]=[CH:5]2.C1(P(C2C=CC=CC=2)C2C=CC=CC=2)C=CC=CC=1.C(N(CC)CC)C.[CH3:46][Si:47]([C:50]#[CH:51])([CH3:49])[CH3:48], predict the reaction product. The product is: [C:14]1([S:11]([N:7]2[C:8]3[C:4](=[CH:3][C:2]([C:51]#[C:50][Si:47]([CH3:49])([CH3:48])[CH3:46])=[CH:10][CH:9]=3)[CH:5]=[CH:6]2)(=[O:13])=[O:12])[CH:19]=[CH:18][CH:17]=[CH:16][CH:15]=1. (5) Given the reactants [C:1]([C@H:4]1[CH2:7][C@@H:6]([NH:8]C(=O)OCC2C=CC=CC=2)[C:5]1([CH3:20])[CH3:19])(=[O:3])[NH2:2], predict the reaction product. The product is: [NH2:8][C@@H:6]1[CH2:7][C@H:4]([C:1]([NH2:2])=[O:3])[C:5]1([CH3:20])[CH3:19]. (6) Given the reactants [F:1][C:2]1[CH:10]=[C:9]2[C:5]([CH:6]=[CH:7][N:8]2[Si:11]([CH:18]([CH3:20])[CH3:19])([CH:15]([CH3:17])[CH3:16])[CH:12]([CH3:14])[CH3:13])=[CH:4][CH:3]=1.[Li]C(CC)C.[C:26](=O)([O:30]CC)[O:27][CH2:28][CH3:29], predict the reaction product. The product is: [F:1][C:2]1[CH:10]=[C:9]2[C:5]([CH:6]=[CH:7][N:8]2[Si:11]([CH:15]([CH3:17])[CH3:16])([CH:18]([CH3:20])[CH3:19])[CH:12]([CH3:13])[CH3:14])=[CH:4][C:3]=1[C:26]([O:27][CH2:28][CH3:29])=[O:30].